This data is from Forward reaction prediction with 1.9M reactions from USPTO patents (1976-2016). The task is: Predict the product of the given reaction. (1) Given the reactants [Na+].[Cl:2][C:3]1[CH:11]=[CH:10][C:6]([C:7]([O-:9])=O)=[CH:5][C:4]=1[O:12][C:13]1[C:14]([NH:28][C:29]2[S:30][CH:31]=[C:32]([CH3:34])[N:33]=2)=[N:15][CH:16]=[C:17]([S:19][CH:20]([C:22]2[CH:27]=[CH:26][CH:25]=[CH:24][N:23]=2)[CH3:21])[CH:18]=1.C([Cl:40])(=O)OCC.[CH3:41][N:42]([CH3:46])[CH2:43][CH2:44][NH2:45].[OH-].[Na+].[ClH:49], predict the reaction product. The product is: [ClH:2].[ClH:40].[ClH:49].[Cl:2][C:3]1[CH:11]=[CH:10][C:6]([C:7]([NH:45][CH2:44][CH2:43][N:42]([CH3:46])[CH3:41])=[O:9])=[CH:5][C:4]=1[O:12][C:13]1[C:14]([NH:28][C:29]2[S:30][CH:31]=[C:32]([CH3:34])[N:33]=2)=[N:15][CH:16]=[C:17]([S:19][CH:20]([C:22]2[CH:27]=[CH:26][CH:25]=[CH:24][N:23]=2)[CH3:21])[CH:18]=1. (2) Given the reactants [Cl:1][C:2]1[N:7]=[C:6]([NH:8][CH2:9][CH2:10][O:11][CH3:12])[CH:5]=[CH:4][N:3]=1.[CH3:13][C:14]([O:17][C:18](O[C:18]([O:17][C:14]([CH3:16])([CH3:15])[CH3:13])=[O:19])=[O:19])([CH3:16])[CH3:15], predict the reaction product. The product is: [Cl:1][C:2]1[N:7]=[C:6]([N:8]([CH2:9][CH2:10][O:11][CH3:12])[C:18](=[O:19])[O:17][C:14]([CH3:16])([CH3:15])[CH3:13])[CH:5]=[CH:4][N:3]=1. (3) Given the reactants [Cl:1][C:2]1[CH:10]=[CH:9][C:8](SC)=[CH:7][C:3]=1[C:4]([OH:6])=[O:5].[C:13]([O-])(O)=O.[Na+].O[O:19][S:20]([O-:22])=O.[K+].OS([O-])=O.[Na+].Cl, predict the reaction product. The product is: [Cl:1][C:2]1[CH:10]=[CH:9][C:8]([S:20]([CH3:13])(=[O:22])=[O:19])=[CH:7][C:3]=1[C:4]([OH:6])=[O:5]. (4) Given the reactants I[C:2]1[N:3]=[CH:4][N:5]2[C:10]([C:11]([F:14])([F:13])[F:12])=[CH:9][C:8]([C:15]3[CH:20]=[CH:19][C:18]([C:21]([F:24])([F:23])[F:22])=[CH:17][CH:16]=3)=[N:7][C:6]=12.[CH3:25][Si:26]([C:29]#[CH:30])([CH3:28])[CH3:27].C(N(CC)CC)C.C1C=CC(P(C2C=CC=CC=2)C2C=CC=CC=2)=CC=1, predict the reaction product. The product is: [F:12][C:11]([F:14])([F:13])[C:10]1[N:5]2[CH:4]=[N:3][C:2]([C:30]#[C:29][Si:26]([CH3:28])([CH3:27])[CH3:25])=[C:6]2[N:7]=[C:8]([C:15]2[CH:20]=[CH:19][C:18]([C:21]([F:24])([F:23])[F:22])=[CH:17][CH:16]=2)[CH:9]=1. (5) The product is: [O:24]=[C:16]([CH2:17][CH:18]([C:19]([O:21][CH2:22][CH3:23])=[O:20])[NH:15][CH2:14][CH2:13][CH2:1][CH2:2][CH2:3][CH2:4][NH:5][CH2:6][CH2:7][CH2:8][CH2:9][CH2:10][CH2:11][NH:12][CH:17]([C:16]([O:25][CH2:26][CH3:27])=[O:24])[CH2:18][C:19]([O:21][CH2:22][CH3:23])=[O:20])[O:25][CH2:26][CH3:27]. Given the reactants [CH2:1]([CH2:13][CH2:14][NH2:15])[CH2:2][CH2:3][CH2:4][NH:5][CH2:6][CH2:7][CH2:8][CH2:9][CH2:10][CH2:11][NH2:12].[C:16]([O:25][CH2:26][CH3:27])(=[O:24])/[CH:17]=[CH:18]\[C:19]([O:21][CH2:22][CH3:23])=[O:20], predict the reaction product. (6) Given the reactants CS(O[C@H:6]1[CH2:10][C@@H:9]([CH2:11][OH:12])[C@@H:8]([O:13][Si:14]([C:17]([CH3:20])([CH3:19])[CH3:18])([CH3:16])[CH3:15])[CH2:7]1)(=O)=O.CN(C)C=O.[N-:26]=[N+:27]=[N-:28].[Na+], predict the reaction product. The product is: [N:26]([C@@H:6]1[CH2:10][C@@H:9]([CH2:11][OH:12])[C@@H:8]([O:13][Si:14]([C:17]([CH3:20])([CH3:19])[CH3:18])([CH3:16])[CH3:15])[CH2:7]1)=[N+:27]=[N-:28]. (7) Given the reactants FC(F)(F)C(O)=O.[CH3:8][O:9][C:10](=[O:37])[CH:11]([NH:14][C:15]([C:17]1[S:18][C:19]([C:26](=[O:36])[NH:27][CH2:28][C:29]2[CH:34]=[CH:33][CH:32]=[C:31]([OH:35])[CH:30]=2)=[CH:20][C:21]=1[C:22]([F:25])([F:24])[F:23])=[O:16])[CH2:12][NH2:13].C(N(CC)CC)C.CN(C(ON1N=NC2C=CC=CC1=2)=[N+](C)C)C.F[P-](F)(F)(F)(F)F.C1C=CC2N(O)N=NC=2C=1.[S:79]1[CH:83]=[CH:82][CH:81]=[C:80]1[C:84](O)=[O:85], predict the reaction product. The product is: [CH3:8][O:9][C:10](=[O:37])[C@@H:11]([NH:14][C:15]([C:17]1[S:18][C:19]([C:26](=[O:36])[NH:27][CH2:28][C:29]2[CH:34]=[CH:33][CH:32]=[C:31]([OH:35])[CH:30]=2)=[CH:20][C:21]=1[C:22]([F:25])([F:23])[F:24])=[O:16])[CH2:12][NH:13][C:84]([C:80]1[S:79][CH:83]=[CH:82][CH:81]=1)=[O:85]. (8) Given the reactants [H-].[Na+].[I:3][C:4]1[CH:5]=[N:6][NH:7][CH:8]=1.Br[CH2:10][C:11]1[CH:16]=[CH:15][NH:14][C:13](=[O:17])[CH:12]=1, predict the reaction product. The product is: [I:3][C:4]1[CH:5]=[N:6][N:7]([CH2:10][C:11]2[CH:16]=[CH:15][NH:14][C:13](=[O:17])[CH:12]=2)[CH:8]=1. (9) Given the reactants [CH3:1][C:2]1[CH:7]=[C:6]([CH3:8])[NH:5][C:4](=[O:9])[C:3]=1[CH2:10][NH:11][C:12]([C:14]1[CH:19]=[C:18]([C:20]2[CH2:25][CH2:24][N:23]([CH:26]3[CH2:31][CH2:30][N:29](C(OC(C)(C)C)=O)[CH2:28][CH2:27]3)[CH2:22][CH:21]=2)[N:17]=[C:16]2[N:39]([CH:42]([CH3:44])[CH3:43])[N:40]=[CH:41][C:15]=12)=[O:13].C(O)(C(F)(F)F)=O, predict the reaction product. The product is: [CH3:1][C:2]1[CH:7]=[C:6]([CH3:8])[NH:5][C:4](=[O:9])[C:3]=1[CH2:10][NH:11][C:12]([C:14]1[C:15]2[CH:41]=[N:40][N:39]([CH:42]([CH3:44])[CH3:43])[C:16]=2[N:17]=[C:18]([C:20]2[CH2:25][CH2:24][N:23]([CH:26]3[CH2:27][CH2:28][NH:29][CH2:30][CH2:31]3)[CH2:22][CH:21]=2)[CH:19]=1)=[O:13].